This data is from Full USPTO retrosynthesis dataset with 1.9M reactions from patents (1976-2016). The task is: Predict the reactants needed to synthesize the given product. (1) Given the product [CH:26]1([O:25][C:19]2[C:20]([CH3:24])=[CH:21][CH:22]=[CH:23][C:18]=2[C:17]([NH:16][C:6]2([C:4]([OH:5])=[O:3])[CH2:14][C:13]3[C:8](=[CH:9][CH:10]=[CH:11][C:12]=3[F:15])[CH2:7]2)=[O:30])[CH2:27][CH2:28][CH2:29]1, predict the reactants needed to synthesize it. The reactants are: C([O:3][C:4]([C:6]1([NH:16][C:17](=[O:30])[C:18]2[CH:23]=[CH:22][CH:21]=[C:20]([CH3:24])[C:19]=2[O:25][CH:26]2[CH2:29][CH2:28][CH2:27]2)[CH2:14][C:13]2[C:8](=[CH:9][CH:10]=[CH:11][C:12]=2[F:15])[CH2:7]1)=[O:5])C.[OH-].[K+]. (2) Given the product [C:1]1([CH3:11])[CH:2]=[CH:3][C:4]([S:7]([OH:10])(=[O:8])=[O:9])=[CH:5][CH:6]=1.[CH3:12][C:13]1[C:17]([C:18]2[CH:23]=[CH:22][CH:21]=[CH:20][CH:19]=2)=[C:16]([CH3:24])[N:15]([C:25]2[CH:30]=[CH:29][C:28]([CH2:31][CH2:32][NH:33][C:34]([NH:36][S:37]([C:40]3[CH:45]=[CH:44][C:43]([C:47]([F:59])([F:58])[F:46])=[CH:42][CH:41]=3)(=[O:38])=[O:39])=[O:35])=[CH:27][CH:26]=2)[N:14]=1, predict the reactants needed to synthesize it. The reactants are: [C:1]1([CH3:11])[CH:6]=[CH:5][C:4]([S:7]([OH:10])(=[O:9])=[O:8])=[CH:3][CH:2]=1.[CH3:12][C:13]1[C:17]([C:18]2[CH:23]=[CH:22][CH:21]=[CH:20][CH:19]=2)=[C:16]([CH3:24])[N:15]([C:25]2[CH:30]=[CH:29][C:28]([CH2:31][CH2:32][NH:33][C:34]([NH:36][S:37]([C:40]3[CH:45]=[CH:44][CH:43]=[CH:42][CH:41]=3)(=[O:39])=[O:38])=[O:35])=[CH:27][CH:26]=2)[N:14]=1.[F:46][C:47]([F:59])([F:58])C1C=CC(S(N)(=O)=O)=CC=1. (3) Given the product [Br:1][C:2]1[CH:7]=[CH:6][C:5]([O:8][CH2:10][C:11]2([CH3:15])[CH2:14][O:13][CH2:12]2)=[CH:4][C:3]=1[CH3:9], predict the reactants needed to synthesize it. The reactants are: [Br:1][C:2]1[CH:7]=[CH:6][C:5]([OH:8])=[CH:4][C:3]=1[CH3:9].[CH3:10][C:11]1([CH2:15]O)[CH2:14][O:13][CH2:12]1.C1C=CC(P(C2C=CC=CC=2)C2C=CC=CC=2)=CC=1.C1C=CC(COC(/N=N/C(OCC2C=CC=CC=2)=O)=O)=CC=1. (4) Given the product [CH3:1][N:2]1[CH2:7][CH2:6][N:5]([C:8]2[CH:9]=[CH:10][C:11]3[NH:15][C:14]([C:16]4[CH:17]=[C:18]([C:21]5[CH:27]=[CH:26][C:24]([NH:25][C:30]([NH:29][C:32]6[CH:37]=[CH:36][C:35]([O:38][C:39]([F:40])([F:41])[F:42])=[CH:34][CH:33]=6)=[O:31])=[CH:23][CH:22]=5)[NH:19][N:20]=4)=[N:13][C:12]=3[CH:28]=2)[CH2:4][CH2:3]1, predict the reactants needed to synthesize it. The reactants are: [CH3:1][N:2]1[CH2:7][CH2:6][N:5]([C:8]2[CH:9]=[CH:10][C:11]3[N:15]=[C:14]([C:16]4[NH:20][N:19]=[C:18]([C:21]5[CH:27]=[CH:26][C:24]([NH2:25])=[CH:23][CH:22]=5)[CH:17]=4)[NH:13][C:12]=3[CH:28]=2)[CH2:4][CH2:3]1.[N:29]([C:32]1[CH:37]=[CH:36][C:35]([O:38][C:39]([F:42])([F:41])[F:40])=[CH:34][CH:33]=1)=[C:30]=[O:31].C(N(CC)CC)C. (5) Given the product [NH2:2][C:1]1[C:3]2[CH:8]=[CH:7][C:6](=[O:9])[N:5]([C:10]3[C:11]([F:17])=[CH:12][CH:13]=[CH:14][C:15]=3[F:16])[C:4]=2[S:18][C:27]=1[C:28]([O:30][CH2:31][CH3:32])=[O:29], predict the reactants needed to synthesize it. The reactants are: [C:1]([C:3]1[CH:8]=[CH:7][C:6](=[O:9])[N:5]([C:10]2[C:15]([F:16])=[CH:14][CH:13]=[CH:12][C:11]=2[F:17])[C:4]=1[S-:18])#[N:2].[Na+].C(=O)([O-])[O-].[K+].[K+].Br[CH2:27][C:28]([O:30][CH2:31][CH3:32])=[O:29]. (6) The reactants are: CS(O[CH2:6][CH2:7][C@@H:8]([NH:20][C:21]([O:23][C:24]([CH3:27])([CH3:26])[CH3:25])=[O:22])[CH2:9][C:10]1[CH:15]=[CH:14][C:13]([C:16]([F:19])([F:18])[F:17])=[CH:12][CH:11]=1)(=O)=O.[N-:28]=[N+:29]=[N-:30].[Na+].O.CCOC(C)=O. Given the product [N:28]([CH2:6][CH2:7][C@@H:8]([NH:20][C:21](=[O:22])[O:23][C:24]([CH3:27])([CH3:26])[CH3:25])[CH2:9][C:10]1[CH:15]=[CH:14][C:13]([C:16]([F:19])([F:18])[F:17])=[CH:12][CH:11]=1)=[N+:29]=[N-:30], predict the reactants needed to synthesize it. (7) Given the product [Cl:1][C:2]1[CH:3]=[C:4]2[C:10]([CH2:11][C:13]3[N:14]([CH2:27][CH3:28])[N:15]=[C:16]([NH:18][CH2:19][C:20]4[CH:21]=[CH:22][C:23]([F:26])=[CH:24][CH:25]=4)[CH:17]=3)=[CH:9][NH:8][C:5]2=[N:6][CH:7]=1, predict the reactants needed to synthesize it. The reactants are: [Cl:1][C:2]1[CH:3]=[C:4]2[C:10]([CH:11]([C:13]3[N:14]([CH2:27][CH3:28])[N:15]=[C:16]([NH:18][CH2:19][C:20]4[CH:25]=[CH:24][C:23]([F:26])=[CH:22][CH:21]=4)[CH:17]=3)O)=[CH:9][N:8]([Si](C(C)C)(C(C)C)C(C)C)[C:5]2=[N:6][CH:7]=1.C([SiH](CC)CC)C.FC(F)(F)C(O)=O.